This data is from Full USPTO retrosynthesis dataset with 1.9M reactions from patents (1976-2016). The task is: Predict the reactants needed to synthesize the given product. Given the product [O:51]=[C:41]1[N:40]([CH:37]2[CH2:36][CH2:35][N:34]([C:32]([O:31][C@H:9]([CH2:8][C:5]3[CH:6]=[N:7][C:2]([NH2:1])=[C:3]([CH3:52])[CH:4]=3)[C:10](=[O:11])[N:12]3[CH2:17][CH2:16][CH:15]([N:18]4[CH2:23][CH2:22][NH:21][CH2:20][CH2:19]4)[CH2:14][CH2:13]3)=[O:33])[CH2:39][CH2:38]2)[CH2:46][CH2:45][C:44]2[CH:47]=[CH:48][CH:49]=[CH:50][C:43]=2[NH:42]1, predict the reactants needed to synthesize it. The reactants are: [NH2:1][C:2]1[N:7]=[CH:6][C:5]([CH2:8][C@@H:9]([O:31][C:32]([N:34]2[CH2:39][CH2:38][CH:37]([N:40]3[CH2:46][CH2:45][C:44]4[CH:47]=[CH:48][CH:49]=[CH:50][C:43]=4[NH:42][C:41]3=[O:51])[CH2:36][CH2:35]2)=[O:33])[C:10]([N:12]2[CH2:17][CH2:16][CH:15]([N:18]3[CH2:23][CH2:22][N:21](C(OC(C)(C)C)=O)[CH2:20][CH2:19]3)[CH2:14][CH2:13]2)=[O:11])=[CH:4][C:3]=1[CH3:52].C([O-])([O-])=O.[K+].[K+].